This data is from Reaction yield outcomes from USPTO patents with 853,638 reactions. The task is: Predict the reaction yield, written as a fraction of the theoretical maximum amount of product (1.0 means a 100% yield; for example, 0.34 means a 34% yield). (1) The reactants are C[O:2][C:3](=[O:42])[CH2:4][C@H:5]([OH:41])[CH2:6][C@H:7]([OH:40])[CH2:8][CH2:9][C:10]1[N:11]([CH:37]([CH3:39])[CH3:38])[C:12]([C:29]([N:31]2[CH2:36][CH2:35][CH2:34][CH2:33][CH2:32]2)=[O:30])=[C:13]([C:22]2[CH:27]=[CH:26][C:25]([F:28])=[CH:24][CH:23]=2)[C:14]=1[C:15]1[CH:20]=[CH:19][C:18]([F:21])=[CH:17][CH:16]=1.C(O)C.[OH-].[Na+:47]. The catalyst is CO. The product is [Na+:47].[F:21][C:18]1[CH:17]=[CH:16][C:15]([C:14]2[C:13]([C:22]3[CH:23]=[CH:24][C:25]([F:28])=[CH:26][CH:27]=3)=[C:12]([C:29]([N:31]3[CH2:32][CH2:33][CH2:34][CH2:35][CH2:36]3)=[O:30])[N:11]([CH:37]([CH3:39])[CH3:38])[C:10]=2[CH2:9][CH2:8][C@@H:7]([OH:40])[CH2:6][C@@H:5]([OH:41])[CH2:4][C:3]([O-:42])=[O:2])=[CH:20][CH:19]=1. The yield is 0.940. (2) The reactants are C(O)(=O)/C=C/C(O)=O.[S:9]1[CH:13]=[CH:12][C:11]2[CH:14]=[C:15]([CH:18]3[C:27]4[C:22](=[CH:23][C:24]([O:28][CH3:29])=[CH:25][CH:26]=4)[CH2:21][N:20]([CH3:30])[CH2:19]3)[CH:16]=[CH:17][C:10]1=2.S(O)(C)(=O)=O.[OH-].[Na+]. The catalyst is C(Cl)Cl. The product is [S:9]1[CH:13]=[CH:12][C:11]2[CH:14]=[C:15]([CH:18]3[C:27]4[C:22](=[CH:23][C:24]([O:28][CH3:29])=[CH:25][CH:26]=4)[CH2:21][N:20]([CH3:30])[CH2:19]3)[CH:16]=[CH:17][C:10]1=2. The yield is 0.530. (3) The reactants are C([N:3]([CH2:6]C)CC)C.[NH2:8][C:9]1[N:17]=[C:16]([C:18]2[O:19][CH:20]=[CH:21][CH:22]=2)[C:15]([C:23]2[CH:28]=[CH:27][N:26]=[CH:25][N:24]=2)=[CH:14][C:10]=1C(O)=O.C1(P(N=[N+]=[N-])(C2C=CC=CC=2)=[O:36])C=CC=CC=1. The catalyst is O1CCOCC1. The product is [O:19]1[CH:20]=[CH:21][CH:22]=[C:18]1[C:16]1[N:17]=[C:9]2[NH:8][C:6](=[O:36])[NH:3][C:10]2=[CH:14][C:15]=1[C:23]1[CH:28]=[CH:27][N:26]=[CH:25][N:24]=1. The yield is 0.560. (4) The reactants are [Br:1][C:2]1[CH:7]=[CH:6][C:5]([C@@H:8]2[O:13][CH2:12][CH2:11][NH:10][CH2:9]2)=[CH:4][CH:3]=1.C(N(CC)C(C)C)(C)C.[C:23](O[C:23]([O:25][C:26]([CH3:29])([CH3:28])[CH3:27])=[O:24])([O:25][C:26]([CH3:29])([CH3:28])[CH3:27])=[O:24]. The catalyst is C1COCC1. The product is [Br:1][C:2]1[CH:3]=[CH:4][C:5]([C@@H:8]2[O:13][CH2:12][CH2:11][N:10]([C:23]([O:25][C:26]([CH3:29])([CH3:28])[CH3:27])=[O:24])[CH2:9]2)=[CH:6][CH:7]=1. The yield is 0.920. (5) The reactants are [Br:1][C:2]1[S:6][C:5]2[CH:7]=[C:8]([O:11]C(=O)C(C)(C)C)[CH:9]=[CH:10][C:4]=2[C:3]=1[Br:18].[OH-].[K+]. The catalyst is C(O)C. The product is [Br:1][C:2]1[S:6][C:5]2[CH:7]=[C:8]([OH:11])[CH:9]=[CH:10][C:4]=2[C:3]=1[Br:18]. The yield is 1.00.